From a dataset of Catalyst prediction with 721,799 reactions and 888 catalyst types from USPTO. Predict which catalyst facilitates the given reaction. (1) Reactant: [Cl:1][C:2]1[CH:3]=[CH:4][C:5](F)=[C:6]([CH:9]=1)[CH:7]=[O:8].[CH3:11][S:12][C:13]1[CH:18]=[CH:17][C:16]([OH:19])=[CH:15][CH:14]=1.C([O-])([O-])=O.[K+].[K+]. Product: [Cl:1][C:2]1[CH:3]=[CH:4][C:5]([O:19][C:16]2[CH:17]=[CH:18][C:13]([S:12][CH3:11])=[CH:14][CH:15]=2)=[C:6]([CH:9]=1)[CH:7]=[O:8]. The catalyst class is: 80. (2) Reactant: [Br:1][C:2]1[CH:3]=[C:4]([CH2:8][C@H:9]([NH:13]C(OC(C)(C)C)=O)[C:10]([OH:12])=[O:11])[CH:5]=[CH:6][CH:7]=1. Product: [Br:1][C:2]1[CH:3]=[C:4]([CH:5]=[CH:6][CH:7]=1)[CH2:8][C@@H:9]([C:10]([OH:12])=[O:11])[NH2:13]. The catalyst class is: 89. (3) Reactant: [Br:1][C:2]1[CH:3]=[C:4]([NH:8][C@H:9]([C:12]2[CH:17]=[CH:16][CH:15]=[CH:14][CH:13]=2)[CH2:10][NH2:11])[CH:5]=[N:6][CH:7]=1.C(N(CC)C(C)C)(C)C.[CH3:27][O:28][CH2:29][CH2:30][S:31](Cl)(=[O:33])=[O:32]. Product: [Br:1][C:2]1[CH:3]=[C:4]([NH:8][C@H:9]([C:12]2[CH:17]=[CH:16][CH:15]=[CH:14][CH:13]=2)[CH2:10][NH:11][S:31]([CH2:30][CH2:29][O:28][CH3:27])(=[O:33])=[O:32])[CH:5]=[N:6][CH:7]=1. The catalyst class is: 46. (4) Reactant: [Br:1][C:2]1[N:3]=[C:4]([Cl:10])[C:5]([NH:8][NH2:9])=[N:6][CH:7]=1.Cl[C:12](Cl)([O:14]C(=O)OC(Cl)(Cl)Cl)Cl. Product: [Br:1][C:2]1[N:3]=[C:4]([Cl:10])[C:5]2[N:6]([C:12](=[O:14])[NH:9][N:8]=2)[CH:7]=1. The catalyst class is: 1. (5) Reactant: [NH2:1][C:2]1[N:7]=[CH:6][N:5]=[C:4]([NH:8][C:9]2[CH:14]=[CH:13][C:12]([NH:15][C:16](=[O:23])[C:17]3[CH:22]=[CH:21][CH:20]=[CH:19][CH:18]=3)=[CH:11][CH:10]=2)[C:3]=1[CH:24]=O.[C:26]([O:33]C)(=O)[CH2:27][C:28]([O:30][CH3:31])=[O:29].N1CCCCC1. Product: [CH3:31][O:30][C:28]([C:27]1[C:26](=[O:33])[NH:1][C:2]2[N:7]=[CH:6][N:5]=[C:4]([NH:8][C:9]3[CH:10]=[CH:11][C:12]([NH:15][C:16](=[O:23])[C:17]4[CH:22]=[CH:21][CH:20]=[CH:19][CH:18]=4)=[CH:13][CH:14]=3)[C:3]=2[CH:24]=1)=[O:29]. The catalyst class is: 8. (6) Reactant: [C:1]([O:5][C:6]([N:8]1[CH2:13][CH2:12][CH2:11][C@@H:10]([C:14]([NH:16][NH:17][C:18]([C@H:20]2[CH2:26][CH2:25][C@@H:24]3[CH2:27][N:21]2[C:22](=[O:36])[N:23]3[O:28]CC2C=CC=CC=2)=[O:19])=[O:15])[CH2:9]1)=[O:7])([CH3:4])([CH3:3])[CH3:2]. Product: [C:1]([O:5][C:6]([N:8]1[CH2:13][CH2:12][CH2:11][C@@H:10]([C:14]([NH:16][NH:17][C:18]([C@H:20]2[CH2:26][CH2:25][C@@H:24]3[CH2:27][N:21]2[C:22](=[O:36])[N:23]3[OH:28])=[O:19])=[O:15])[CH2:9]1)=[O:7])([CH3:4])([CH3:2])[CH3:3]. The catalyst class is: 43. (7) Product: [OH:2][C:3]1[CH:12]=[CH:11][C:10]2[CH2:9][N:8]([C:13]([C:15]3[CH:16]=[N:17][CH:18]=[CH:19][CH:20]=3)=[O:14])[CH2:7][CH2:6][C:5]=2[C:4]=1[CH:21]=[O:22]. Reactant: C[O:2][C:3]1[CH:12]=[CH:11][C:10]2[CH2:9][N:8]([C:13]([C:15]3[CH:16]=[N:17][CH:18]=[CH:19][CH:20]=3)=[O:14])[CH2:7][CH2:6][C:5]=2[C:4]=1[CH:21]=[O:22].B(Br)(Br)Br. The catalyst class is: 4. (8) Reactant: Cl.[F:2][C:3]1([F:13])[CH2:7][NH:6][C@@H:5]([CH2:8][CH2:9][C:10]([OH:12])=[O:11])[CH2:4]1.[Br:14][C:15]1[CH:20]=[C:19]([F:21])[CH:18]=[CH:17][C:16]=1[C@H:22]1[C:27]([C:28]([O:30][CH3:31])=[O:29])=[C:26]([CH2:32]Br)[NH:25][C:24]([C:34]2[S:35][CH:36]=[CH:37][N:38]=2)=[N:23]1.C(=O)([O-])[O-].[K+].[K+]. Product: [Br:14][C:15]1[CH:20]=[C:19]([F:21])[CH:18]=[CH:17][C:16]=1[C@@H:22]1[N:23]=[C:24]([C:34]2[S:35][CH:36]=[CH:37][N:38]=2)[NH:25][C:26]([CH2:32][N:6]2[CH2:7][C:3]([F:2])([F:13])[CH2:4][C@@H:5]2[CH2:8][CH2:9][C:10]([OH:12])=[O:11])=[C:27]1[C:28]([O:30][CH3:31])=[O:29]. The catalyst class is: 8.